Dataset: Forward reaction prediction with 1.9M reactions from USPTO patents (1976-2016). Task: Predict the product of the given reaction. (1) Given the reactants [F:1][C:2]([S:5][C:6]1[CH:12]=[CH:11][C:9]([NH2:10])=[CH:8][CH:7]=1)([F:4])[F:3].[CH2:13]([S:15][C:16]1[CH:24]=[C:23]([C:25]([F:28])([F:27])[F:26])[CH:22]=[CH:21][C:17]=1[C:18](O)=[O:19])[CH3:14].CCN=C=NCCCN(C)C.Cl.C(=O)(O)[O-].[Na+], predict the reaction product. The product is: [CH2:13]([S:15][C:16]1[CH:24]=[C:23]([C:25]([F:27])([F:26])[F:28])[CH:22]=[CH:21][C:17]=1[C:18]([NH:10][C:9]1[CH:11]=[CH:12][C:6]([S:5][C:2]([F:4])([F:3])[F:1])=[CH:7][CH:8]=1)=[O:19])[CH3:14]. (2) The product is: [CH2:19]([C@@:17]1([CH3:21])[NH:18][C:26](=[O:28])[N:15]([C:12]2[CH:13]=[N:14][C:9]([O:8][C:5]3[CH:6]=[CH:7][C:2]([CH3:1])=[C:3]([O:23][CH3:24])[CH:4]=3)=[CH:10][CH:11]=2)[C:16]1=[O:22])[CH3:20]. Given the reactants [CH3:1][C:2]1[CH:7]=[CH:6][C:5]([O:8][C:9]2[N:14]=[CH:13][C:12]([NH:15][C:16](=[O:22])[C@:17]([CH3:21])([CH2:19][CH3:20])[NH2:18])=[CH:11][CH:10]=2)=[CH:4][C:3]=1[O:23][CH3:24].Cl[C:26](Cl)([O:28]C(=O)OC(Cl)(Cl)Cl)Cl, predict the reaction product.